From a dataset of Reaction yield outcomes from USPTO patents with 853,638 reactions. Predict the reaction yield, written as a fraction of the theoretical maximum amount of product (1.0 means a 100% yield; for example, 0.34 means a 34% yield). (1) The catalyst is O1CCCC1. The yield is 0.960. The product is [C:1]([C:5]1[CH:9]=[C:8]([CH2:10][NH:11][C:12]([NH:14][C:15]2[CH:16]=[N:17][CH:18]=[C:19]([CH2:21][OH:22])[CH:20]=2)=[O:13])[N:7]([C:30]2[CH:35]=[CH:34][CH:33]=[C:32]([Cl:36])[CH:31]=2)[N:6]=1)([CH3:4])([CH3:2])[CH3:3]. The reactants are [C:1]([C:5]1[CH:9]=[C:8]([CH2:10][NH:11][C:12]([NH:14][C:15]2[CH:16]=[N:17][CH:18]=[C:19]([CH2:21][O:22][Si](C(C)(C)C)(C)C)[CH:20]=2)=[O:13])[N:7]([C:30]2[CH:35]=[CH:34][CH:33]=[C:32]([Cl:36])[CH:31]=2)[N:6]=1)([CH3:4])([CH3:3])[CH3:2].[F-].C([N+](CCCC)(CCCC)CCCC)CCC. (2) The reactants are [NH2:1][C:2]1[C:10]2[C:5](=[CH:6][CH:7]=[CH:8][C:9]=2[CH2:11][C:12]#[N:13])[NH:4][N:3]=1.CC1(C)OC(=O)[CH:18]([C:22]([CH:24]2[CH2:29][CH2:28][N:27]([C:30]([O:32][C:33]([CH3:36])([CH3:35])[CH3:34])=[O:31])[CH2:26][CH2:25]2)=O)[C:17](=O)[O:16]1.P([O-])([O-])([O-])=O.[K+].[K+].[K+].Cl. The catalyst is C(#N)C.O. The product is [C:12]([CH2:11][C:9]1[C:10]2[C:5]([CH:6]=[CH:7][CH:8]=1)=[N:4][N:3]1[C:22]([CH:24]3[CH2:29][CH2:28][N:27]([C:30]([O:32][C:33]([CH3:36])([CH3:35])[CH3:34])=[O:31])[CH2:26][CH2:25]3)=[CH:18][C:17](=[O:16])[NH:1][C:2]=21)#[N:13]. The yield is 0.0200. (3) The reactants are [O:1]1[C:5]2[CH:6]=[CH:7][C:8]([C:10]3([C:13]([NH:15][C:16]4[CH:17]=[C:18]5[C:22](=[CH:23][CH:24]=4)[NH:21][C:20]([C:25]([CH3:28])([CH3:27])[CH3:26])=[C:19]5[CH:29]=O)=[O:14])[CH2:12][CH2:11]3)=[CH:9][C:4]=2[O:3][CH2:2]1.Cl.[NH2:32][OH:33]. The catalyst is ClCCl. The product is [O:1]1[C:5]2[CH:6]=[CH:7][C:8]([C:10]3([C:13]([NH:15][C:16]4[CH:17]=[C:18]5[C:22](=[CH:23][CH:24]=4)[NH:21][C:20]([C:25]([CH3:28])([CH3:26])[CH3:27])=[C:19]5/[CH:29]=[N:32]\[OH:33])=[O:14])[CH2:12][CH2:11]3)=[CH:9][C:4]=2[O:3][CH2:2]1. The yield is 0.770. (4) The reactants are [Cl:1][C:2]1[CH:3]=[C:4]([NH:9][C:10](=[O:19])[CH2:11][C:12]2[CH:17]=[CH:16][CH:15]=[C:14]([OH:18])[CH:13]=2)[CH:5]=[CH:6][C:7]=1[Cl:8].C(=O)([O-])[O-].[K+].[K+].[CH2:26](Br)[C:27]1[CH:32]=[CH:31][CH:30]=[CH:29][CH:28]=1. The catalyst is CN(C=O)C. The product is [Cl:1][C:2]1[CH:3]=[C:4]([NH:9][C:10](=[O:19])[CH2:11][C:12]2[CH:17]=[CH:16][CH:15]=[C:14]([O:18][CH2:26][C:27]3[CH:32]=[CH:31][CH:30]=[CH:29][CH:28]=3)[CH:13]=2)[CH:5]=[CH:6][C:7]=1[Cl:8]. The yield is 0.640.